From a dataset of Acute oral toxicity (LD50) regression data from Zhu et al.. Regression/Classification. Given a drug SMILES string, predict its toxicity properties. Task type varies by dataset: regression for continuous values (e.g., LD50, hERG inhibition percentage) or binary classification for toxic/non-toxic outcomes (e.g., AMES mutagenicity, cardiotoxicity, hepatotoxicity). Dataset: ld50_zhu. (1) The drug is COc1ccc2c(c1)c(CC(=O)O)c(C)n2C(=O)c1ccc(Cl)cc1. The rat oral LD50 is 5.17, given as -log10 of the dose in mol/kg body weight (higher means more acutely toxic). (2) The molecule is CCP(=S)(OC)SCSCSP(=S)(CC)OC. The rat oral LD50 is 4.98, given as -log10 of the dose in mol/kg body weight (higher means more acutely toxic). (3) The drug is CCCCNC(=O)NS(=O)(=O)c1ccc(C)cc1. The rat oral LD50 is 2.04, given as -log10 of the dose in mol/kg body weight (higher means more acutely toxic). (4) The drug is COCCOc1cnc(NS(=O)(=O)c2ccccc2)nc1. The rat oral LD50 is 2.00, given as -log10 of the dose in mol/kg body weight (higher means more acutely toxic). (5) The molecule is CNC(=O)ON=C(SCC(N)=O)C(C)(C)C. The rat oral LD50 is 4.54, given as -log10 of the dose in mol/kg body weight (higher means more acutely toxic). (6) The compound is O=C(NC1CC1)OCC(O)C1COc2ccccc2O1. The rat oral LD50 is 2.27, given as -log10 of the dose in mol/kg body weight (higher means more acutely toxic). (7) The drug is CNC(=S)NN. The rat oral LD50 is 3.88, given as -log10 of the dose in mol/kg body weight (higher means more acutely toxic).